Dataset: Reaction yield outcomes from USPTO patents with 853,638 reactions. Task: Predict the reaction yield, written as a fraction of the theoretical maximum amount of product (1.0 means a 100% yield; for example, 0.34 means a 34% yield). (1) The yield is 0.630. The catalyst is C1(C)C=CC=CC=1.O. The product is [CH2:27]([O:34][C:38](=[O:39])[NH:36][C:7]1[C:6](=[O:18])[N:5]([CH2:1][CH2:2][CH2:3][CH3:4])[C:14]2[CH2:13][CH2:12][CH2:11][CH2:10][C:9]=2[CH:8]=1)[C:28]1[CH:33]=[CH:32][CH:31]=[CH:30][CH:29]=1. The reactants are [CH2:1]([N:5]1[C:14]2[CH2:13][CH2:12][CH2:11][CH2:10][C:9]=2[CH:8]=[C:7](C(O)=O)[C:6]1=[O:18])[CH2:2][CH2:3][CH3:4].S(Cl)(Cl)=O.[N-]=[N+]=[N-].[Na+].[CH2:27]([OH:34])[C:28]1[CH:33]=[CH:32][CH:31]=[CH:30][CH:29]=1.C[N:36]([CH:38]=[O:39])C. (2) The yield is 1.00. The product is [CH:2]([C:6]1[CH:11]=[C:10]([O:12][CH3:13])[N:9]=[CH:8][C:7]=1[O:14][CH2:15][C:16]1[C:17]([C:22]([O:24][CH3:29])=[O:23])=[N:18][CH:19]=[CH:20][CH:21]=1)=[O:3]. No catalyst specified. The reactants are O1CC[O:3][CH:2]1[C:6]1[CH:11]=[C:10]([O:12][CH3:13])[N:9]=[CH:8][C:7]=1[O:14][CH2:15][C:16]1[C:17]([C:22]([OH:24])=[O:23])=[N:18][CH:19]=[CH:20][CH:21]=1.O=S(Cl)Cl.[CH3:29]O.